The task is: Predict the product of the given reaction.. This data is from Forward reaction prediction with 1.9M reactions from USPTO patents (1976-2016). (1) Given the reactants [Cl:1][C:2]1[CH:3]=[C:4]([CH:7]=[CH:8][C:9]=1[F:10])[CH:5]=O.[C:11]([NH:14][NH2:15])([NH2:13])=[NH:12].Cl, predict the reaction product. The product is: [ClH:1].[Cl:1][C:2]1[CH:3]=[C:4]([CH:7]=[CH:8][C:9]=1[F:10])[CH:5]=[N:15][NH:14][C:11]([NH2:13])=[NH:12]. (2) Given the reactants C(OC(=O)[NH:7][C:8]1[CH:13]=[C:12]([O:14][CH2:15][CH3:16])C(C(F)(F)F)=[CH:10][C:9]=1[NH:21][C:22](=[O:39])[CH2:23][C:24]([C:26]1[CH:31]=[CH:30][CH:29]=[C:28]([C:32]2[CH:37]=[CH:36][N:35]=[C:34]([CH3:38])[CH:33]=2)[CH:27]=1)=O)(C)(C)C.[C:41](O)([C:43]([F:46])([F:45])[F:44])=O, predict the reaction product. The product is: [CH2:15]([O:14][C:12]1[C:41]([C:43]([F:46])([F:45])[F:44])=[CH:10][C:9]2[NH:21][C:22](=[O:39])[CH2:23][C:24]([C:26]3[CH:31]=[CH:30][CH:29]=[C:28]([C:32]4[CH:37]=[CH:36][N:35]=[C:34]([CH3:38])[CH:33]=4)[CH:27]=3)=[N:7][C:8]=2[CH:13]=1)[CH3:16]. (3) Given the reactants [NH:1]1[C:11]2[C:6](=[CH:7][CH:8]=[CH:9][CH:10]=2)[C:4](=O)[C:2]1=[O:3].[CH:12]1([CH2:15][NH2:16])[CH2:14][CH2:13]1.[O-]S([O-])(=O)=O.[Mg+2].[C:23]([S-:25])#[N:24].[K+].C1C=CC(N=N[C:35]2[CH:36]=[CH:37][C:38](N)=[N:39][C:40]=2N)=CC=1.Cl.Cl.[N+](CC1CC1)#[C-], predict the reaction product. The product is: [CH:12]1([CH2:15][N:16]2[C:4]3([C:6]4[C:11](=[CH:10][CH:9]=[CH:8][CH:7]=4)[NH:1][C:2]3=[O:3])/[C:40](=[N:39]/[CH2:38][CH:37]3[CH2:35][CH2:36]3)/[NH:24][C:23]2=[S:25])[CH2:14][CH2:13]1. (4) Given the reactants [CH3:1][C:2]1[O:6][N:5]=[C:4]([C:7]2[CH:12]=[CH:11][CH:10]=[CH:9][CH:8]=2)[C:3]=1[C:13]([NH:15][NH2:16])=[O:14].[F:17][C:18]1[C:26]([F:27])=[CH:25][CH:24]=[CH:23][C:19]=1[C:20](O)=O, predict the reaction product. The product is: [F:17][C:18]1[C:26]([F:27])=[CH:25][CH:24]=[CH:23][C:19]=1[C:20]1[O:14][C:13]([C:3]2[C:4]([C:7]3[CH:12]=[CH:11][CH:10]=[CH:9][CH:8]=3)=[N:5][O:6][C:2]=2[CH3:1])=[N:15][N:16]=1. (5) Given the reactants [Cl:1][C:2]1[CH:20]=[CH:19][C:5]([C:6]([NH:8][CH2:9][CH2:10][C:11]2[CH:16]=[CH:15][CH:14]=[C:13]([O:17]C)[CH:12]=2)=[O:7])=[CH:4][C:3]=1[C:21]([F:24])([F:23])[F:22].B(Br)(Br)Br.[NH4+].[OH-], predict the reaction product. The product is: [Cl:1][C:2]1[CH:20]=[CH:19][C:5]([C:6]([NH:8][CH2:9][CH2:10][C:11]2[CH:16]=[CH:15][CH:14]=[C:13]([OH:17])[CH:12]=2)=[O:7])=[CH:4][C:3]=1[C:21]([F:22])([F:23])[F:24]. (6) Given the reactants Cl.[CH3:2][O:3][C:4](=[O:25])[C:5]1[CH:10]=[CH:9][C:8]([O:11][CH3:12])=[C:7]([N:13](C(=O)C)[C:14]2[CH:19]=[C:18]([Cl:20])[CH:17]=[C:16]([Cl:21])[CH:15]=2)[CH:6]=1, predict the reaction product. The product is: [CH3:2][O:3][C:4](=[O:25])[C:5]1[CH:10]=[CH:9][C:8]([O:11][CH3:12])=[C:7]([NH:13][C:14]2[CH:19]=[C:18]([Cl:20])[CH:17]=[C:16]([Cl:21])[CH:15]=2)[CH:6]=1.